From a dataset of Catalyst prediction with 721,799 reactions and 888 catalyst types from USPTO. Predict which catalyst facilitates the given reaction. (1) Reactant: [CH3:1][CH2:2][O:3][Si:4]([O:11][CH2:12][CH3:13])([O:8][CH2:9][CH3:10])[O:5][CH2:6][CH3:7].C(O)C.Cl.O. Product: [CH3:7][CH2:6][O:5][Si:4]([O:3][CH2:2][CH3:1])([O:8][CH2:9][CH3:10])[O:11][CH2:12][CH3:13]. The catalyst class is: 6. (2) Reactant: Cl[C:2]1[N:10]=[C:9]([F:11])[N:8]=[C:7]2[C:3]=1[NH:4][CH:5]=[N:6]2.CCN(C(C)C)C(C)C.[CH3:21][C:22]1[N:27]=[CH:26][C:25]([CH2:28][NH2:29])=[CH:24][CH:23]=1. Product: [F:11][C:9]1[N:8]=[C:7]2[C:3]([N:4]=[CH:5][NH:6]2)=[C:2]([NH:29][CH2:28][C:25]2[CH:26]=[N:27][C:22]([CH3:21])=[CH:23][CH:24]=2)[N:10]=1. The catalyst class is: 114. (3) Reactant: [C:1]([NH:8][C@H:9]([C:11]([OH:13])=[O:12])[CH3:10])([O:3][C:4]([CH3:7])([CH3:6])[CH3:5])=[O:2].C(N1C=CN=C1)(N1C=CN=C1)=O.[CH2:26](O)[CH2:27][CH2:28][CH2:29][CH2:30][CH2:31][CH2:32][CH2:33][CH2:34][CH2:35][CH2:36][CH2:37][CH2:38][CH2:39][CH2:40][CH2:41][CH2:42][CH2:43][CH2:44][CH2:45][CH2:46][CH3:47]. Product: [C:4]([O:3][C:1]([NH:8][C@@H:9]([CH3:10])[C:11]([O:13][CH2:47][CH2:46][CH2:45][CH2:44][CH2:43][CH2:42][CH2:41][CH2:40][CH2:39][CH2:38][CH2:37][CH2:36][CH2:35][CH2:34][CH2:33][CH2:32][CH2:31][CH2:30][CH2:29][CH2:28][CH2:27][CH3:26])=[O:12])=[O:2])([CH3:7])([CH3:5])[CH3:6]. The catalyst class is: 1. (4) Reactant: [C:1]([O:5][C:6]([NH:8][C@H:9]([C:12]([OH:14])=O)[CH2:10][OH:11])=[O:7])([CH3:4])([CH3:3])[CH3:2].C(N(CC)CC)C.P(C#N)(=O)(OCC)OCC.[NH2:32][CH2:33][CH2:34][N:35]1[C:44]2[C:39](=[C:40]([F:49])[CH:41]=[CH:42][C:43]=2[O:45][CH2:46][CH2:47][CH3:48])[C:38](=[O:50])[C:37]([C:51]2[CH:56]=[CH:55][C:54]([O:57][CH3:58])=[CH:53][CH:52]=2)=[CH:36]1. Product: [F:49][C:40]1[CH:41]=[CH:42][C:43]([O:45][CH2:46][CH2:47][CH3:48])=[C:44]2[C:39]=1[C:38](=[O:50])[C:37]([C:51]1[CH:52]=[CH:53][C:54]([O:57][CH3:58])=[CH:55][CH:56]=1)=[CH:36][N:35]2[CH2:34][CH2:33][NH:32][C:12]([C@@H:9]([NH:8][C:6](=[O:7])[O:5][C:1]([CH3:2])([CH3:3])[CH3:4])[CH2:10][OH:11])=[O:14]. The catalyst class is: 136. (5) Reactant: [C:1]([O:5][C:6]([C:8]1[CH:16]=[C:15]([CH3:17])[C:11]([C:12]([OH:14])=[O:13])=[C:10]([NH:18][CH2:19][CH3:20])[C:9]=1[CH3:21])=[O:7])([CH3:4])([CH3:3])[CH3:2].C(N(CC)C(C)C)(C)C.Cl[C:32](Cl)([O:34]C(=O)OC(Cl)(Cl)Cl)Cl. Product: [CH2:19]([N:18]1[C:10]2[C:9]([CH3:21])=[C:8]([C:6]([O:5][C:1]([CH3:4])([CH3:3])[CH3:2])=[O:7])[CH:16]=[C:15]([CH3:17])[C:11]=2[C:12](=[O:14])[O:13][C:32]1=[O:34])[CH3:20]. The catalyst class is: 7. (6) Reactant: C1C=CC(C(NC(C(N[C:21]2[CH:26]=[CH:25][C:24]([N+:27]([O-:29])=[O:28])=[CH:23][CH:22]=2)=O)CCCN=C(N)N)=O)=CC=1.Cl.CS(C)=[O:33]. Product: [CH:23]1[C:24]([N+:27]([O-:29])=[O:28])=[CH:25][CH:26]=[C:21]([OH:33])[CH:22]=1. The catalyst class is: 33. (7) Reactant: [I:1]N1C(=O)CCC1=O.[Cl:9][C:10]1[C:15]2[CH:16]=[CH:17][NH:18][C:14]=2[CH:13]=[CH:12][N:11]=1. Product: [Cl:9][C:10]1[C:15]2[C:16]([I:1])=[CH:17][NH:18][C:14]=2[CH:13]=[CH:12][N:11]=1. The catalyst class is: 9. (8) Reactant: [C:1]([C:5]1[CH:6]=[C:7]([C:15]2[CH:16]=[C:17]([C:28]([NH:30][C@H:31]3[CH2:34][C@H:33]([C:35]([O:37]C)=[O:36])[CH2:32]3)=[O:29])[N:18]([CH3:27])[C:19]=2[CH2:20][CH:21]2[CH2:26][CH2:25][CH2:24][CH2:23][CH2:22]2)[CH:8]=[C:9]([C:11]2([CH3:14])[CH2:13][CH2:12]2)[CH:10]=1)([CH3:4])([CH3:3])[CH3:2].O[Li].O. Product: [C:1]([C:5]1[CH:6]=[C:7]([C:15]2[CH:16]=[C:17]([C:28]([NH:30][C@H:31]3[CH2:34][C@H:33]([C:35]([OH:37])=[O:36])[CH2:32]3)=[O:29])[N:18]([CH3:27])[C:19]=2[CH2:20][CH:21]2[CH2:26][CH2:25][CH2:24][CH2:23][CH2:22]2)[CH:8]=[C:9]([C:11]2([CH3:14])[CH2:12][CH2:13]2)[CH:10]=1)([CH3:2])([CH3:3])[CH3:4]. The catalyst class is: 24. (9) Reactant: [I:1][C:2]1[CH:3]=[C:4]([CH:9]=[CH:10][C:11]=1[O:12][CH3:13])[C:5]([O:7]C)=[O:6].O.[OH-].[Li+]. Product: [I:1][C:2]1[CH:3]=[C:4]([CH:9]=[CH:10][C:11]=1[O:12][CH3:13])[C:5]([OH:7])=[O:6]. The catalyst class is: 87. (10) Reactant: C(OC(=O)[NH:7][C:8]1([C:12]2[CH:17]=[CH:16][C:15]([C:18]3[C:38]([C:39]4[CH:44]=[CH:43][CH:42]=[CH:41][CH:40]=4)=[CH:37][N:21]4[N:22]=[C:23]5[C:28]([CH:27]=[CH:26][C:25]([C:29]6[CH:34]=[CH:33][CH:32]=[C:31]([C:35]#[N:36])[CH:30]=6)=[CH:24]5)=[C:20]4[N:19]=3)=[CH:14][CH:13]=2)[CH2:11][CH2:10][CH2:9]1)(C)(C)C.C(C1C=C(C2C(C3C=CC=CC=3)=CN3N=C4C(C=CC(C5C=C(C=CC=5)C#N)=C4)=C3N=2)C=CC=1)#N. Product: [NH2:7][C:8]1([C:12]2[CH:13]=[CH:14][C:15]([C:18]3[C:38]([C:39]4[CH:44]=[CH:43][CH:42]=[CH:41][CH:40]=4)=[CH:37][N:21]4[N:22]=[C:23]5[C:28]([CH:27]=[CH:26][C:25]([C:29]6[CH:30]=[C:31]([CH:32]=[CH:33][CH:34]=6)[C:35]#[N:36])=[CH:24]5)=[C:20]4[N:19]=3)=[CH:16][CH:17]=2)[CH2:9][CH2:10][CH2:11]1. The catalyst class is: 89.